Dataset: Catalyst prediction with 721,799 reactions and 888 catalyst types from USPTO. Task: Predict which catalyst facilitates the given reaction. (1) Reactant: BrC1C=CC(O)=C(C2C=[CH:16][C:15]3[C:10](=[CH:11][CH:12]=[C:13]([C:18]4[N:22]([CH:23]5[CH2:28][CH2:27][CH2:26][CH2:25][CH2:24]5)[C:21]5[CH:29]=[CH:30][C:31]([C:33]([OH:35])=[O:34])=[CH:32][C:20]=5[N:19]=4)[CH:14]=3)[N:9]=2)C=1.C(OC(C1C=CC2N(C3CCCCC3)C(C3C=CC(N)=C(C=O)C=3)=NC=2C=1)=O)C.[OH:66][C:67]1[C:72]([N+:73]([O-:75])=[O:74])=[CH:71][C:70]([CH3:76])=[CH:69][C:68]=1[C:77](=O)[CH3:78].[OH-].[K+]. Product: [CH:23]1([N:22]2[C:21]3[CH:29]=[CH:30][C:31]([C:33]([OH:35])=[O:34])=[CH:32][C:20]=3[N:19]=[C:18]2[C:13]2[CH:14]=[C:15]3[C:10](=[CH:11][CH:12]=2)[N:9]=[C:77]([C:68]2[CH:69]=[C:70]([CH3:76])[CH:71]=[C:72]([N+:73]([O-:75])=[O:74])[C:67]=2[OH:66])[CH:78]=[CH:16]3)[CH2:24][CH2:25][CH2:26][CH2:27][CH2:28]1. The catalyst class is: 8. (2) Reactant: [NH2:1][C:2]1[N:7]=[C:6]([NH:8][C:9](=[O:15])[O:10][C:11]([CH3:14])([CH3:13])[CH3:12])[CH:5]=[C:4]([CH3:16])[CH:3]=1.[C:17]([NH:20][C:21]1[S:22][C:23]([S:27](Cl)(=[O:29])=[O:28])=[C:24]([CH3:26])[N:25]=1)(=[O:19])[CH3:18]. Product: [C:17]([NH:20][C:21]1[S:22][C:23]([S:27]([NH:1][C:2]2[N:7]=[C:6]([NH:8][C:9](=[O:15])[O:10][C:11]([CH3:12])([CH3:13])[CH3:14])[CH:5]=[C:4]([CH3:16])[CH:3]=2)(=[O:28])=[O:29])=[C:24]([CH3:26])[N:25]=1)(=[O:19])[CH3:18]. The catalyst class is: 17.